This data is from Forward reaction prediction with 1.9M reactions from USPTO patents (1976-2016). The task is: Predict the product of the given reaction. (1) The product is: [C:24]([C:10]1[C:9]([CH:7]([NH:28][C:29]2[CH:30]=[CH:31][C:32]([C:35]([NH:37][CH2:38][CH2:39][C:40]([OH:42])=[O:41])=[O:36])=[CH:33][CH:34]=2)[CH:1]2[CH2:6][CH2:5][CH2:4][CH2:3][CH2:2]2)=[CH:13][N:12]([C:14]2[CH:19]=[CH:18][C:17]([C:20]([F:23])([F:21])[F:22])=[CH:16][N:15]=2)[N:11]=1)([CH3:25])([CH3:26])[CH3:27]. Given the reactants [CH:1]1([CH:7]([C:9]2[C:10]([C:24]([CH3:27])([CH3:26])[CH3:25])=[N:11][N:12]([C:14]3[CH:19]=[CH:18][C:17]([C:20]([F:23])([F:22])[F:21])=[CH:16][N:15]=3)[CH:13]=2)O)[CH2:6][CH2:5][CH2:4][CH2:3][CH2:2]1.[NH2:28][C:29]1[CH:34]=[CH:33][C:32]([C:35]([NH:37][CH2:38][CH2:39][C:40]([O:42]CC)=[O:41])=[O:36])=[CH:31][CH:30]=1, predict the reaction product. (2) Given the reactants [N+:1]([C:4]1[CH:12]=[CH:11][C:7]([C:8](O)=[O:9])=[CH:6][C:5]=1[O:13][CH2:14][CH2:15][CH3:16])([O-:3])=[O:2].[BH4-].[Na+].B(F)(F)F, predict the reaction product. The product is: [N+:1]([C:4]1[CH:12]=[CH:11][C:7]([CH2:8][OH:9])=[CH:6][C:5]=1[O:13][CH2:14][CH2:15][CH3:16])([O-:3])=[O:2]. (3) Given the reactants [Cl:1][C:2]1[CH:3]=[C:4]([C@@:9]([NH:15][CH3:16])([CH2:12][CH:13]=[CH2:14])[CH2:10][OH:11])[CH:5]=[CH:6][C:7]=1[Cl:8].[H-].[Na+].[CH3:19][O:20][C:21]1[CH:22]=[C:23]([CH:26]=[C:27]([O:31][CH3:32])[C:28]=1[O:29][CH3:30])[CH2:24]Cl, predict the reaction product. The product is: [CH3:32][O:31][C:27]1[CH:26]=[C:23]([CH:22]=[C:21]([O:20][CH3:19])[C:28]=1[O:29][CH3:30])[CH2:24][O:11][CH2:10][C@:9]([C:4]1[CH:5]=[CH:6][C:7]([Cl:8])=[C:2]([Cl:1])[CH:3]=1)([NH:15][CH3:16])[CH2:12][CH:13]=[CH2:14]. (4) Given the reactants [Cl:1][C:2]1[N:7]=[C:6]([Cl:8])[N:5]=[C:4]2[NH:9][N:10]=[CH:11][C:3]=12.[O:12]1[CH:17]=[CH:16][CH2:15][CH2:14][CH2:13]1.C1(C)C=CC(S([O-])(=O)=O)=CC=1.[NH+]1C=CC=CC=1, predict the reaction product. The product is: [Cl:1][C:2]1[N:7]=[C:6]([Cl:8])[N:5]=[C:4]2[N:9]([CH:13]3[CH2:14][CH2:15][CH2:16][CH2:17][O:12]3)[N:10]=[CH:11][C:3]=12. (5) The product is: [C:27]([NH:26][N:25]([C:19](=[O:20])/[CH:18]=[CH:17]/[C:10]1[C:11]2[C:16](=[CH:15][CH:14]=[CH:13][CH:12]=2)[N:8]([C:6]([O:5][C:1]([CH3:3])([CH3:4])[CH3:2])=[O:7])[CH:9]=1)[CH:22]([CH3:24])[CH3:23])(=[O:34])[C:28]1[CH:33]=[CH:32][CH:31]=[CH:30][CH:29]=1. Given the reactants [C:1]([O:5][C:6]([N:8]1[C:16]2[C:11](=[CH:12][CH:13]=[CH:14][CH:15]=2)[C:10](/[CH:17]=[CH:18]/[C:19](O)=[O:20])=[CH:9]1)=[O:7])([CH3:4])([CH3:3])[CH3:2].[CH:22]([NH:25][NH:26][C:27](=[O:34])[C:28]1[CH:33]=[CH:32][CH:31]=[CH:30][CH:29]=1)([CH3:24])[CH3:23].CN(C(ON1N=NC2C=CC=NC1=2)=[N+](C)C)C.F[P-](F)(F)(F)(F)F.C(N(CC)C(C)C)(C)C, predict the reaction product. (6) Given the reactants [F:1][C:2]1[CH:7]=[C:6]([I:8])[CH:5]=[CH:4][C:3]=1[NH:9][C:10]1[N:15]([CH3:16])[C:14](=[O:17])[CH:13]=[C:12]([O:18][C:19]2[C:20]([CH3:33])=[C:21]([NH:25]C(=O)OC(C)(C)C)[CH:22]=[CH:23][CH:24]=2)[C:11]=1[C:34](=[O:45])[NH:35][CH2:36][C:37]1[CH:42]=[CH:41][C:40]([O:43][CH3:44])=[CH:39][CH:38]=1.FC(F)(F)C(O)=O, predict the reaction product. The product is: [NH2:25][C:21]1[C:20]([CH3:33])=[C:19]([CH:24]=[CH:23][CH:22]=1)[O:18][C:12]1[C:11]([C:34]([NH:35][CH2:36][C:37]2[CH:38]=[CH:39][C:40]([O:43][CH3:44])=[CH:41][CH:42]=2)=[O:45])=[C:10]([NH:9][C:3]2[CH:4]=[CH:5][C:6]([I:8])=[CH:7][C:2]=2[F:1])[N:15]([CH3:16])[C:14](=[O:17])[CH:13]=1.